Dataset: Catalyst prediction with 721,799 reactions and 888 catalyst types from USPTO. Task: Predict which catalyst facilitates the given reaction. Reactant: [O:1]1[CH2:6][CH2:5][C:4](=[O:7])[CH2:3][CH2:2]1.[F:8][C:9]([F:27])=[C:10]([C:16]1[CH:21]=[C:20]([Si:22]([CH3:25])([CH3:24])[CH3:23])[CH:19]=[CH:18][C:17]=1[F:26])[O:11][Si](C)(C)C. Product: [F:27][C:9]([F:8])([C:4]1([OH:7])[CH2:5][CH2:6][O:1][CH2:2][CH2:3]1)[C:10]([C:16]1[CH:21]=[C:20]([Si:22]([CH3:23])([CH3:25])[CH3:24])[CH:19]=[CH:18][C:17]=1[F:26])=[O:11]. The catalyst class is: 388.